The task is: Predict the reactants needed to synthesize the given product.. This data is from Full USPTO retrosynthesis dataset with 1.9M reactions from patents (1976-2016). (1) Given the product [C:1]([O:5][C:6]([C:8]1[C:16]2[CH2:15][CH2:14][O:13][CH:12]([CH2:17][NH:18][C:27](=[O:29])[CH3:28])[C:11]=2[S:10][C:9]=1[NH2:19])=[O:7])([CH3:4])([CH3:2])[CH3:3], predict the reactants needed to synthesize it. The reactants are: [C:1]([O:5][C:6]([C:8]1[C:16]2[CH2:15][CH2:14][O:13][CH:12]([CH2:17][NH2:18])[C:11]=2[S:10][C:9]=1[NH2:19])=[O:7])([CH3:4])([CH3:3])[CH3:2].C(N(CC)CC)C.[C:27](Cl)(=[O:29])[CH3:28]. (2) Given the product [CH3:49][N:48]([CH2:47][C:46]1[C:45]2[C:40](=[CH:41][CH:42]=[CH:43][CH:44]=2)[NH:39][C:38]=1[CH3:37])[C:14](=[O:16])/[CH:13]=[CH:12]/[C:8]1[CH:9]=[C:10]2[CH2:11][C:3](=[O:2])[NH:4][C:5]2=[N:24][CH:7]=1, predict the reactants needed to synthesize it. The reactants are: Cl.[O:2]=[C:3]1[CH2:11][C:10]2[C:5](=C[CH:7]=[C:8](/[CH:12]=[CH:13]/[C:14]([OH:16])=O)[CH:9]=2)[NH:4]1.O.OC1C2N=N[NH:24]C=2C=CC=1.C(N(C(C)C)CC)(C)C.[CH3:37][C:38]1[NH:39][C:40]2[C:45]([C:46]=1[CH2:47][NH:48][CH3:49])=[CH:44][CH:43]=[CH:42][CH:41]=2.C(Cl)CCl. (3) Given the product [O:37]=[C:31]1[C:30]2[CH:29]=[C:28]([C:21]3[CH:22]=[CH:23][CH:24]=[C:25]4[C:20]=3[N:19]=[C:18]([O:1][C@@H:2]3[CH2:7][CH2:6][CH2:5][N:4]([C:8]([O:10][C:11]([CH3:14])([CH3:13])[CH3:12])=[O:9])[CH2:3]3)[CH:27]=[CH:26]4)[NH:36][C:35]=2[CH2:34][CH2:33][NH:32]1, predict the reactants needed to synthesize it. The reactants are: [OH:1][C@@H:2]1[CH2:7][CH2:6][CH2:5][N:4]([C:8]([O:10][C:11]([CH3:14])([CH3:13])[CH3:12])=[O:9])[CH2:3]1.[H-].[Na+].Cl[C:18]1[CH:27]=[CH:26][C:25]2[C:20](=[C:21]([C:28]3[NH:36][C:35]4[CH2:34][CH2:33][NH:32][C:31](=[O:37])[C:30]=4[CH:29]=3)[CH:22]=[CH:23][CH:24]=2)[N:19]=1.